This data is from Full USPTO retrosynthesis dataset with 1.9M reactions from patents (1976-2016). The task is: Predict the reactants needed to synthesize the given product. (1) Given the product [F:34][CH:35]([F:52])[O:36][C:37]1[CH:42]=[CH:41][C:40]([C:2]2[C:3]([NH:14][C:15]3[C:24]4[C:19](=[CH:20][C:21]([F:26])=[CH:22][C:23]=4[F:25])[N:18]=[C:17]([C:27]4[CH:32]=[CH:31][CH:30]=[CH:29][N:28]=4)[C:16]=3[CH3:33])=[CH:4][C:5]([N:8]3[CH2:13][CH2:12][O:11][CH2:10][CH2:9]3)=[N:6][CH:7]=2)=[CH:39][CH:38]=1, predict the reactants needed to synthesize it. The reactants are: Br[C:2]1[C:3]([NH:14][C:15]2[C:24]3[C:19](=[CH:20][C:21]([F:26])=[CH:22][C:23]=3[F:25])[N:18]=[C:17]([C:27]3[CH:32]=[CH:31][CH:30]=[CH:29][N:28]=3)[C:16]=2[CH3:33])=[CH:4][C:5]([N:8]2[CH2:13][CH2:12][O:11][CH2:10][CH2:9]2)=[N:6][CH:7]=1.[F:34][CH:35]([F:52])[O:36][C:37]1[CH:42]=[CH:41][C:40](B2OC(C)(C)C(C)(C)O2)=[CH:39][CH:38]=1.C1(P(C2CCCCC2)C2CCCCC2)CCCCC1.[O-]P([O-])([O-])=O.[K+].[K+].[K+]. (2) Given the product [CH2:5]([N:12]1[C:16]2[CH:17]=[C:32]([C:33]([O:35][CH2:36][CH3:37])=[O:34])[NH:29][C:15]=2[C:14]([N:19]([CH3:28])[S:20]([C:23]2[S:24][CH:25]=[CH:26][CH:27]=2)(=[O:22])=[O:21])=[CH:13]1)[C:6]1[CH:7]=[CH:8][CH:9]=[CH:10][CH:11]=1, predict the reactants needed to synthesize it. The reactants are: [O-]CC.[Na+].[CH2:5]([N:12]1[C:16]([CH:17]=O)=[CH:15][C:14]([N:19]([CH3:28])[S:20]([C:23]2[S:24][CH:25]=[CH:26][CH:27]=2)(=[O:22])=[O:21])=[CH:13]1)[C:6]1[CH:11]=[CH:10][CH:9]=[CH:8][CH:7]=1.[N:29]([CH2:32][C:33]([O:35][CH2:36][CH3:37])=[O:34])=[N+]=[N-].[Cl-].[NH4+].